This data is from Reaction yield outcomes from USPTO patents with 853,638 reactions. The task is: Predict the reaction yield, written as a fraction of the theoretical maximum amount of product (1.0 means a 100% yield; for example, 0.34 means a 34% yield). (1) The reactants are C([Si](C1C=CC=CC=1)(C1C=CC=CC=1)[O:6][CH2:7][CH2:8][CH:9]1[C:15]2[CH:16]=[CH:17][C:18]([O:20][C:21](=[O:25])[N:22]([CH3:24])[CH3:23])=[CH:19][C:14]=2[CH:13]=[CH:12][CH2:11][N:10]1[C:26]([O:28][C:29]([CH3:32])([CH3:31])[CH3:30])=[O:27])(C)(C)C. The catalyst is CO.[C].[Pd]. The product is [CH3:24][N:22]([CH3:23])[C:21]([O:20][C:18]1[CH:17]=[CH:16][C:15]2[CH:9]([CH2:8][CH2:7][OH:6])[N:10]([C:26]([O:28][C:29]([CH3:31])([CH3:32])[CH3:30])=[O:27])[CH2:11][CH2:12][CH2:13][C:14]=2[CH:19]=1)=[O:25]. The yield is 0.910. (2) The reactants are C[O:2][C:3]1[CH:20]=[CH:19][C:18]2[C:17]3[C:12](=[CH:13][CH:14]=[CH:15][CH:16]=3)[C:11]3[C:6](=[CH:7][CH:8]=[CH:9][C:10]=3[O:21]C)[C:5]=2[CH:4]=1.Cl.N1C=CC=CC=1. The catalyst is O. The product is [OH:2][C:3]1[CH:20]=[CH:19][C:18]2[C:17]3[C:12](=[CH:13][CH:14]=[CH:15][CH:16]=3)[C:11]3[C:6](=[CH:7][CH:8]=[CH:9][C:10]=3[OH:21])[C:5]=2[CH:4]=1. The yield is 0.960. (3) The reactants are [Cl:1][C:2]1[N:7]=[CH:6][C:5]([C:8](Cl)=[O:9])=[CH:4][CH:3]=1.[NH2:11][C:12]1[CH:13]=[C:14]([NH:19][C:20](=[O:34])[C:21]2[CH:26]=[C:25]([N:27]3[CH2:32][CH2:31][O:30][CH2:29][CH2:28]3)[CH:24]=[C:23]([F:33])[CH:22]=2)[CH:15]=[CH:16][C:17]=1[Cl:18]. No catalyst specified. The product is [Cl:1][C:2]1[N:7]=[CH:6][C:5]([C:8]([NH:11][C:12]2[CH:13]=[C:14]([NH:19][C:20](=[O:34])[C:21]3[CH:26]=[C:25]([N:27]4[CH2:32][CH2:31][O:30][CH2:29][CH2:28]4)[CH:24]=[C:23]([F:33])[CH:22]=3)[CH:15]=[CH:16][C:17]=2[Cl:18])=[O:9])=[CH:4][CH:3]=1. The yield is 0.480. (4) The reactants are [Cl:1]C1C=CC=C(C(OO)=O)C=1.[Cl:12][C:13]1[CH:14]=[CH:15][C:16]([CH2:19][O:20][CH3:21])=[N:17][CH:18]=1. The catalyst is C(Cl)Cl.P(Cl)(Cl)(Cl)=O. The product is [Cl:1][C:18]1[C:13]([Cl:12])=[CH:14][CH:15]=[C:16]([CH2:19][O:20][CH3:21])[N:17]=1. The yield is 0.340. (5) The reactants are [F:1][C:2]1[CH:3]=[C:4]([C:29]2[C:30]([C:35]#[N:36])=[CH:31][CH:32]=[CH:33][CH:34]=2)[CH:5]=[CH:6][C:7]=1[CH2:8][C:9]1[C:10](=[O:28])[N:11]([C@H:21]2[CH2:26][CH2:25][C@@H:24]([OH:27])[CH2:23][CH2:22]2)[C:12]2[N:13]([N:18]=[CH:19][N:20]=2)[C:14]=1[CH2:15][CH2:16][CH3:17].FC(F)(F)S(O[Si](C(C)(C)C)(C)C)(=O)=O.[N:52]1C(C)=CC=CC=1C.[Cl-].O[NH3+].[C:63](=[O:66])([O-])[OH:64].[Na+]. The catalyst is C(OCC)(=O)C.CS(C)=O.O1CCCC1. The product is [F:1][C:2]1[CH:3]=[C:4]([C:29]2[CH:34]=[CH:33][CH:32]=[CH:31][C:30]=2[C:35]2[NH:52][C:63](=[O:66])[O:64][N:36]=2)[CH:5]=[CH:6][C:7]=1[CH2:8][C:9]1[C:10](=[O:28])[N:11]([C@H:21]2[CH2:26][CH2:25][C@@H:24]([OH:27])[CH2:23][CH2:22]2)[C:12]2[N:13]([N:18]=[CH:19][N:20]=2)[C:14]=1[CH2:15][CH2:16][CH3:17]. The yield is 0.380. (6) The reactants are [CH3:1][N:2]([CH3:16])[C:3]1[C:12]2[C:7](=[CH:8][CH:9]=[CH:10][CH:11]=2)[C:6]([C:13]([OH:15])=O)=[CH:5][CH:4]=1.ON1[C:22](=[O:23])[CH2:21][CH2:20][C:19]1=O.C1(N=C=[N:33][CH:34]2CCCCC2)CCCCC1.C1(/C=C/C=C/[C:50](Cl)=[O:51])C=CC=CC=1.C(N(CC)CC)C. The catalyst is C(Cl)Cl. The product is [CH3:50][O:51][C:22](=[O:23])[CH2:21][CH2:20][CH2:19][CH2:34][NH:33][C:13]([C:6]1[C:7]2[C:12](=[CH:11][CH:10]=[CH:9][CH:8]=2)[C:3]([N:2]([CH3:1])[CH3:16])=[CH:4][CH:5]=1)=[O:15]. The yield is 0.630.